Dataset: Reaction yield outcomes from USPTO patents with 853,638 reactions. Task: Predict the reaction yield, written as a fraction of the theoretical maximum amount of product (1.0 means a 100% yield; for example, 0.34 means a 34% yield). The yield is 0.290. No catalyst specified. The product is [F:1][C:2]([F:7])([F:6])[C:3]([OH:5])=[O:4].[CH2:39]([S:36]([N:33]1[CH2:34][CH2:35][CH:30]([C:21]2[C:20]3[C:24](=[C:25]([C:27]([NH2:29])=[O:28])[CH:26]=[C:18]([C:15]4[CH:14]=[C:13]([CH2:12][N:10]([CH2:8][C:9]5[O:4][CH:3]=[CH:43][CH:44]=5)[CH3:11])[S:17][CH:16]=4)[CH:19]=3)[NH:23][CH:22]=2)[CH2:31][CH2:32]1)(=[O:37])=[O:38])[CH3:40]. The reactants are [F:1][C:2]([F:7])([F:6])[C:3]([OH:5])=[O:4].[CH2:8]([N:10]([CH2:12][C:13]1[S:17][CH:16]=[C:15]([C:18]2[CH:19]=[C:20]3[C:24](=[C:25]([C:27]([NH2:29])=[O:28])[CH:26]=2)[NH:23][CH:22]=[C:21]3[CH:30]2[CH2:35][CH2:34][N:33]([S:36]([CH2:39][CH3:40])(=[O:38])=[O:37])[CH2:32][CH2:31]2)[CH:14]=1)[CH3:11])[CH3:9].CN[CH2:43][CH3:44].